Predict the reactants needed to synthesize the given product. From a dataset of Full USPTO retrosynthesis dataset with 1.9M reactions from patents (1976-2016). The reactants are: [C:1]12([C:11]3[CH:21]=[CH:20][C:14]([O:15][CH2:16][C:17](O)=[O:18])=[CH:13][CH:12]=3)[CH2:10][CH:5]3[CH2:6][CH:7]([CH2:9][CH:3]([CH2:4]3)[CH2:2]1)[CH2:8]2.[CH3:22][C@@H:23]1[NH:28][CH2:27][CH2:26][N:25]([C:29]([O:31][C:32]([CH3:35])([CH3:34])[CH3:33])=[O:30])[CH2:24]1. Given the product [C:1]12([C:11]3[CH:21]=[CH:20][C:14]([O:15][CH2:16][C:17]([N:28]4[CH2:27][CH2:26][N:25]([C:29]([O:31][C:32]([CH3:34])([CH3:33])[CH3:35])=[O:30])[CH2:24][C@@H:23]4[CH3:22])=[O:18])=[CH:13][CH:12]=3)[CH2:2][CH:3]3[CH2:9][CH:7]([CH2:6][CH:5]([CH2:4]3)[CH2:10]1)[CH2:8]2, predict the reactants needed to synthesize it.